Dataset: Forward reaction prediction with 1.9M reactions from USPTO patents (1976-2016). Task: Predict the product of the given reaction. (1) Given the reactants Br[C:2]1[CH:3]=[N:4][CH:5]=[C:6]2[C:11]=1[N:10]=[C:9]([C:12]([NH:14][CH2:15][CH2:16][O:17][CH3:18])=[O:13])[CH:8]=[CH:7]2.[N:19]1[CH:24]=[CH:23][C:22](B(O)O)=[CH:21][CH:20]=1.C(=O)([O-])[O-].[Cs+].[Cs+], predict the reaction product. The product is: [CH3:18][O:17][CH2:16][CH2:15][NH:14][C:12]([C:9]1[CH:8]=[CH:7][C:6]2[C:11](=[C:2]([C:22]3[CH:23]=[CH:24][N:19]=[CH:20][CH:21]=3)[CH:3]=[N:4][CH:5]=2)[N:10]=1)=[O:13]. (2) Given the reactants [CH3:1][C:2]([C:11]1[CH:16]=[CH:15][CH:14]=[CH:13][CH:12]=1)([C:8](=O)[CH3:9])[C:3](OCC)=[O:4].O.[NH2:18][NH2:19], predict the reaction product. The product is: [CH3:9][C:8]1[C:2]([CH3:1])([C:11]2[CH:16]=[CH:15][CH:14]=[CH:13][CH:12]=2)[C:3](=[O:4])[NH:19][N:18]=1. (3) Given the reactants [CH2:1]([O:3][C:4]([C:6]1([C:9]2[CH:14]=[CH:13][C:12]([C:15]3[CH:20]=[CH:19][C:18]([C:21]4[O:25][N:24]=[C:23]([CH3:26])[C:22]=4[CH2:27][CH2:28][C:29](O)=[O:30])=[CH:17][CH:16]=3)=[CH:11][CH:10]=2)[CH2:8][CH2:7]1)=[O:5])[CH3:2].[NH2:32][CH2:33][CH:34]1[CH2:36][CH2:35]1, predict the reaction product. The product is: [CH2:1]([O:3][C:4]([C:6]1([C:9]2[CH:10]=[CH:11][C:12]([C:15]3[CH:20]=[CH:19][C:18]([C:21]4[O:25][N:24]=[C:23]([CH3:26])[C:22]=4[CH2:27][CH2:28][C:29](=[O:30])[NH:32][CH2:33][CH:34]4[CH2:36][CH2:35]4)=[CH:17][CH:16]=3)=[CH:13][CH:14]=2)[CH2:8][CH2:7]1)=[O:5])[CH3:2]. (4) Given the reactants [CH3:1][C:2]1([CH3:13])[CH2:7][CH2:6][C:5](=[O:8])[CH2:4][C@@H:3]1[C:9]([O:11][CH3:12])=[O:10].C(C1C=CC=C(C(C)(C)C)N=1)(C)(C)C.[O:28](S(C(F)(F)F)(=O)=O)[S:29]([C:32]([F:35])([F:34])[F:33])(=O)=[O:30], predict the reaction product. The product is: [CH3:1][C:2]1([CH3:13])[C@@H:3]([C:9]([O:11][CH3:12])=[O:10])[CH2:4][C:5]([O:8][S:29]([C:32]([F:35])([F:34])[F:33])(=[O:30])=[O:28])=[CH:6][CH2:7]1.